This data is from Full USPTO retrosynthesis dataset with 1.9M reactions from patents (1976-2016). The task is: Predict the reactants needed to synthesize the given product. (1) Given the product [NH2:14][C:15]1[N:20]=[C:19]([C:21]2[O:22][C:23]([CH2:2][C:1]#[N:3])=[CH:24][CH:25]=2)[C:18]([C:27]#[N:28])=[C:17]([S:29][CH2:30][CH2:31][C:32]2[CH:37]=[CH:36][CH:35]=[CH:34][N:33]=2)[N:16]=1, predict the reactants needed to synthesize it. The reactants are: [C:1](#[N:3])[CH3:2].C[Si]([N-][Si](C)(C)C)(C)C.[K+].[NH2:14][C:15]1[N:20]=[C:19]([C:21]2[O:22][C:23](Br)=[CH:24][CH:25]=2)[C:18]([C:27]#[N:28])=[C:17]([S:29][CH2:30][CH2:31][C:32]2[CH:37]=[CH:36][CH:35]=[CH:34][N:33]=2)[N:16]=1. (2) Given the product [CH3:19][O:18][C:11]1[C:10]([CH:2]2[N:1]([CH2:29][C:28]3[CH:31]=[CH:32][CH:33]=[C:26]([C:24]4[N:25]=[C:21]([CH3:20])[S:22][CH:23]=4)[CH:27]=3)[C:5](=[O:7])[CH:4]([CH3:9])[CH2:3]2)=[C:15]([O:16][CH3:17])[CH:14]=[CH:13][N:12]=1, predict the reactants needed to synthesize it. The reactants are: [NH2:1][CH:2]([C:10]1[C:11]([O:18][CH3:19])=[N:12][CH:13]=[CH:14][C:15]=1[O:16][CH3:17])[CH2:3][CH:4]([CH3:9])[C:5]([O:7]C)=O.[CH3:20][C:21]1[S:22][CH:23]=[C:24]([C:26]2[CH:27]=[C:28]([CH:31]=[CH:32][CH:33]=2)[CH:29]=O)[N:25]=1. (3) Given the product [CH3:15][C:14]1[CH:16]=[CH:17][C:11]([S:8]([O:7][CH2:6][CH2:5][C@H:2]2[CH2:3][CH2:4][O:1]2)(=[O:10])=[O:9])=[CH:12][CH:13]=1, predict the reactants needed to synthesize it. The reactants are: [O:1]1[CH2:4][CH2:3][C@@H:2]1[CH2:5][CH2:6][OH:7].[S:8](Cl)([C:11]1[CH:17]=[CH:16][C:14]([CH3:15])=[CH:13][CH:12]=1)(=[O:10])=[O:9]. (4) Given the product [Cl:1][C:2]1[CH:3]=[C:4]([CH2:14][N:15]2[C:19]([CH3:20])=[CH:18][C:17]([NH:26][C:29]([O:48][CH2:49][CH:50]3[CH2:55][CH2:54][N:53]([C:56]([O:58][C:59]([CH3:62])([CH3:61])[CH3:60])=[O:57])[CH2:52][CH2:51]3)=[O:38])=[N:16]2)[C:5]2[O:9][C:8]([CH:10]([CH3:11])[CH3:12])=[CH:7][C:6]=2[CH:13]=1, predict the reactants needed to synthesize it. The reactants are: [Cl:1][C:2]1[CH:3]=[C:4]([CH2:14][N:15]2[C:19]([CH3:20])=[CH:18][C:17](C(O)=O)=[N:16]2)[C:5]2[O:9][C:8]([CH:10]([CH3:12])[CH3:11])=[CH:7][C:6]=2[CH:13]=1.C([N:26]([CH2:29]C)CC)C.C1(P(N=[N+]=[N-])(C2C=CC=CC=2)=[O:38])C=CC=CC=1.[OH:48][CH2:49][CH:50]1[CH2:55][CH2:54][N:53]([C:56]([O:58][C:59]([CH3:62])([CH3:61])[CH3:60])=[O:57])[CH2:52][CH2:51]1. (5) Given the product [F:3][C:4]1[CH:5]=[CH:6][C:7]([C:10]2([C:11]([O:13][CH2:14][CH3:15])=[O:12])[CH2:21][CH2:20][O:19][CH2:18][CH2:17]2)=[CH:8][CH:9]=1, predict the reactants needed to synthesize it. The reactants are: [H-].[Na+].[F:3][C:4]1[CH:9]=[CH:8][C:7]([CH2:10][C:11]([O:13][CH2:14][CH3:15])=[O:12])=[CH:6][CH:5]=1.Br[CH2:17][CH2:18][O:19][CH2:20][CH2:21]Br. (6) Given the product [CH3:24][N:21]1[CH2:22][CH2:23][N:18]([C:15]2[CH:16]=[CH:17][C:12]([NH:11][C:8]3[N:7]=[CH:6][C:5]4=[CH:4][CH:3]=[C:2]([NH:25][C:26]5[CH:31]=[CH:30][CH:29]=[CH:28][CH:27]=5)[N:10]4[N:9]=3)=[CH:13][CH:14]=2)[CH2:19][CH2:20]1, predict the reactants needed to synthesize it. The reactants are: Br[C:2]1[N:10]2[C:5]([CH:6]=[N:7][C:8]([NH:11][C:12]3[CH:17]=[CH:16][C:15]([N:18]4[CH2:23][CH2:22][N:21]([CH3:24])[CH2:20][CH2:19]4)=[CH:14][CH:13]=3)=[N:9]2)=[CH:4][CH:3]=1.[NH2:25][C:26]1[CH:31]=[CH:30][CH:29]=[CH:28][CH:27]=1.CC(C)([O-])C.[Na+].C1(C)C=CC=CC=1. (7) Given the product [CH:19]1[C:14]2[CH2:13][C@H:12]3[N:2]([CH2:1][CH:25]4[CH2:28][CH2:27][CH2:26]4)[CH2:3][CH2:4][C@:5]45[C@H:6]([C@@H:7]([OH:8])[CH2:9][CH2:10][C@@:11]34[OH:22])[O:21][C:16]([C:15]=25)=[C:17]([OH:20])[CH:18]=1, predict the reactants needed to synthesize it. The reactants are: [CH3:1][N:2]1[C@@H:12]2[CH2:13][C:14]3[CH:19]=[CH:18][C:17]([OH:20])=[C:16]4[O:21][C@H:6]5[C:7]([CH:9]=[CH:10][C@:11]2([OH:22])[C@:5]5([C:15]=34)[CH2:4][CH2:3]1)=[O:8].CN1[C:28](=O)[CH2:27][CH2:26][CH2:25]1.C1(C=O)CCC1.[H][H].